From a dataset of Peptide-MHC class I binding affinity with 185,985 pairs from IEDB/IMGT. Regression. Given a peptide amino acid sequence and an MHC pseudo amino acid sequence, predict their binding affinity value. This is MHC class I binding data. (1) The peptide sequence is LTLTAQSRTLL. The MHC is Mamu-A02 with pseudo-sequence Mamu-A02. The binding affinity (normalized) is 0.578. (2) The peptide sequence is LPVNVAFEL. The MHC is HLA-B15:01 with pseudo-sequence HLA-B15:01. The binding affinity (normalized) is 0.0153. (3) The peptide sequence is NPKASTISW. The MHC is Patr-B1301 with pseudo-sequence Patr-B1301. The binding affinity (normalized) is 0.0135. (4) The peptide sequence is FFSPVIASL. The MHC is HLA-C03:03 with pseudo-sequence HLA-C03:03. The binding affinity (normalized) is 1.00. (5) The peptide sequence is TLYCVHQGI. The MHC is HLA-A32:01 with pseudo-sequence HLA-A32:01. The binding affinity (normalized) is 0.0740.